This data is from Reaction yield outcomes from USPTO patents with 853,638 reactions. The task is: Predict the reaction yield, written as a fraction of the theoretical maximum amount of product (1.0 means a 100% yield; for example, 0.34 means a 34% yield). (1) The reactants are O=[C:2]([C:6]1[CH:11]=[CH:10][CH:9]=[C:8](F)[CH:7]=1)[CH2:3][C:4]#[N:5].[NH2:13][C:14]([NH2:16])=[S:15].II. The catalyst is N1C=CC=CC=1. The product is [NH2:16][C:14]1[S:15][C:3]([C:4]#[N:5])=[C:2]([C:6]2[CH:11]=[CH:10][CH:9]=[CH:8][CH:7]=2)[N:13]=1. The yield is 0.910. (2) The reactants are CON(C)[C:4](=[O:21])[CH:5]([O:19][CH3:20])[C:6]1[CH:11]=[CH:10][C:9]([CH2:12][N:13]2[CH2:18][CH2:17][O:16][CH2:15][CH2:14]2)=[CH:8][CH:7]=1.[Br:23][C:24]1[C:29]([O:30][CH3:31])=[CH:28][C:27]([C:32]2[O:33][CH:34]=[CH:35][CH:36]=2)=[CH:26][C:25]=1[O:37][CH3:38]. The catalyst is CCOC(C)=O. The product is [Br:23][C:24]1[C:25]([O:37][CH3:38])=[CH:26][C:27]([C:32]2[O:33][C:34]([C:4](=[O:21])[CH:5]([O:19][CH3:20])[C:6]3[CH:7]=[CH:8][C:9]([CH2:12][N:13]4[CH2:14][CH2:15][O:16][CH2:17][CH2:18]4)=[CH:10][CH:11]=3)=[CH:35][CH:36]=2)=[CH:28][C:29]=1[O:30][CH3:31]. The yield is 0.130. (3) The reactants are [O:1]1[CH2:6][CH2:5][CH:4]([O:7][C:8]2[C:9]3[N:17]=[C:16]([C:18]4[CH:19]=[C:20]([NH2:24])[CH:21]=[N:22][CH:23]=4)[CH:15]=[CH:14][C:10]=3[N:11]=[CH:12][N:13]=2)[CH2:3][CH2:2]1.[Cl:25][C:26]1[CH:31]=[C:30]([F:32])[CH:29]=[CH:28][C:27]=1[S:33](Cl)(=[O:35])=[O:34]. The catalyst is N1C=CC=CC=1.C(Cl)Cl. The product is [Cl:25][C:26]1[CH:31]=[C:30]([F:32])[CH:29]=[CH:28][C:27]=1[S:33]([NH:24][C:20]1[CH:21]=[N:22][CH:23]=[C:18]([C:16]2[CH:15]=[CH:14][C:10]3[N:11]=[CH:12][N:13]=[C:8]([O:7][CH:4]4[CH2:5][CH2:6][O:1][CH2:2][CH2:3]4)[C:9]=3[N:17]=2)[CH:19]=1)(=[O:35])=[O:34]. The yield is 0.630. (4) The reactants are [F:1][C:2]1([F:24])[C@@:7]2([C:21]3[C:16](=[CH:17][CH:18]=[C:19]([NH2:22])[CH:20]=3)[O:15][C@:9]3([CH2:14][CH2:13][CH2:12][O:11][CH2:10]3)[CH2:8]2)[N:6]=[C:5]([NH2:23])[O:4][CH2:3]1.[C:25]([C:27]1[CH:28]=[CH:29][C:30]([C:33](O)=[O:34])=[N:31][CH:32]=1)#[N:26]. No catalyst specified. The product is [NH2:23][C:5]1[O:4][CH2:3][C:2]([F:1])([F:24])[C@:7]2([N:6]=1)[C:21]1[C:16](=[CH:17][CH:18]=[C:19]([NH:22][C:33]([C:30]3[CH:29]=[CH:28][C:27]([C:25]#[N:26])=[CH:32][N:31]=3)=[O:34])[CH:20]=1)[O:15][C@:9]1([CH2:14][CH2:13][CH2:12][O:11][CH2:10]1)[CH2:8]2. The yield is 0.640. (5) The reactants are [OH:1][C@@H:2]([C@@H:4]1[CH2:8][O:7][C:6]([C:9]2[NH:13][C:12]([C:14]3[CH:15]=[C:16]([OH:26])[CH:17]=[C:18]([O:20][C@@H:21]([CH3:25])[CH2:22][O:23][CH3:24])[CH:19]=3)=[CH:11][CH:10]=2)=[N:5]1)[CH3:3].Cl[C:28]1[CH:33]=[N:32][C:31]([S:34]([CH3:37])(=[O:36])=[O:35])=[CH:30][N:29]=1.C(=O)([O-])[O-].[K+].[K+].O. The catalyst is C(#N)C. The product is [CH3:24][O:23][CH2:22][C@@H:21]([O:20][C:18]1[CH:19]=[C:14]([C:12]2[NH:13][C:9]([C:6]3[O:7][CH2:8][C@@H:4]([C@H:2]([OH:1])[CH3:3])[N:5]=3)=[CH:10][CH:11]=2)[CH:15]=[C:16]([O:26][C:28]2[CH:33]=[N:32][C:31]([S:34]([CH3:37])(=[O:36])=[O:35])=[CH:30][N:29]=2)[CH:17]=1)[CH3:25]. The yield is 0.810. (6) The reactants are [Si]([O:8][CH2:9][CH2:10][CH2:11][O:12][C:13]1[CH:18]=[CH:17][C:16]([C:19]2[CH:24]=[CH:23][C:22]([C:25]([O:27][CH2:28][CH3:29])=[O:26])=[CH:21][CH:20]=2)=[CH:15][C:14]=1[C:30]1[CH:35]=[CH:34][C:33]([N:36]([CH2:39][CH3:40])[CH2:37][CH3:38])=[C:32]([CH2:41][CH3:42])[CH:31]=1)(C(C)(C)C)(C)C.[F-].C([N+](CCCC)(CCCC)CCCC)CCC. The catalyst is O1CCCC1. The product is [CH2:39]([N:36]([CH2:37][CH3:38])[C:33]1[CH:34]=[CH:35][C:30]([C:14]2[CH:15]=[C:16]([C:19]3[CH:20]=[CH:21][C:22]([C:25]([O:27][CH2:28][CH3:29])=[O:26])=[CH:23][CH:24]=3)[CH:17]=[CH:18][C:13]=2[O:12][CH2:11][CH2:10][CH2:9][OH:8])=[CH:31][C:32]=1[CH2:41][CH3:42])[CH3:40]. The yield is 0.520. (7) The reactants are C(N(CC)C(C)C)(C)C.CN(C(ON1N=NC2C=CC=NC1=2)=[N+](C)C)C.F[P-](F)(F)(F)(F)F.[N:34]1[CH:39]=[CH:38][C:37]([CH2:40][S:41][C:42]2[C:47]([C:48]([OH:50])=O)=[CH:46][CH:45]=[CH:44][N:43]=2)=[CH:36][CH:35]=1.[Cl:51][C:52]1[CH:58]=[CH:57][C:55]([NH2:56])=[CH:54][CH:53]=1.C(=O)([O-])O.[Na+]. The catalyst is CN(C)C=O. The product is [Cl:51][C:52]1[CH:58]=[CH:57][C:55]([NH:56][C:48]([C:47]2[C:42]([S:41][CH2:40][C:37]3[CH:36]=[CH:35][N:34]=[CH:39][CH:38]=3)=[N:43][CH:44]=[CH:45][CH:46]=2)=[O:50])=[CH:54][CH:53]=1. The yield is 0.910. (8) The reactants are CS[C:3](SC)=[C:4]1[C:13](=[O:14])[C:12]([CH2:16][CH2:17][CH2:18][CH3:19])([CH3:15])[C:11]2[C:6](=[CH:7][CH:8]=[CH:9][CH:10]=2)[C:5]1=[O:20].[C:23]([O:27][C:28](=[O:41])[NH:29][C:30]1[CH:35]=[CH:34][C:33]([NH2:36])=[C:32]([S:37](=[O:40])(=[O:39])[NH2:38])[CH:31]=1)([CH3:26])([CH3:25])[CH3:24]. The catalyst is C1(C)C=CC=CC=1. The product is [CH2:16]([C:12]1([CH3:15])[C:11]2[C:6](=[CH:7][CH:8]=[CH:9][CH:10]=2)[C:5]([OH:20])=[C:4]([C:3]2[NH:36][C:33]3[CH:34]=[CH:35][C:30]([NH:29][C:28](=[O:41])[O:27][C:23]([CH3:26])([CH3:24])[CH3:25])=[CH:31][C:32]=3[S:37](=[O:39])(=[O:40])[N:38]=2)[C:13]1=[O:14])[CH2:17][CH2:18][CH3:19]. The yield is 0.920. (9) The product is [OH:31][C:26]1[CH:27]=[CH:28][CH:29]=[CH:30][C:25]=1[C:16]1[N:15]=[C:14]([N:11]2[CH2:12][CH2:13][C@@H:9]([NH:8][C:33](=[O:34])[O:35][CH2:36][CH2:37][O:38][CH3:39])[CH2:10]2)[C:23]2[C:18](=[CH:19][C:20]([CH3:24])=[CH:21][CH:22]=2)[N:17]=1. The yield is 0.520. The reactants are C(N(CC)CC)C.[NH2:8][C@@H:9]1[CH2:13][CH2:12][N:11]([C:14]2[C:23]3[C:18](=[CH:19][C:20]([CH3:24])=[CH:21][CH:22]=3)[N:17]=[C:16]([C:25]3[CH:30]=[CH:29][CH:28]=[CH:27][C:26]=3[OH:31])[N:15]=2)[CH2:10]1.Cl[C:33]([O:35][CH2:36][CH2:37][O:38][CH3:39])=[O:34].ClC([O-])=O. The catalyst is C1COCC1. (10) The reactants are [CH2:1]([C:3]1[NH:4][C:5](=[O:27])[C:6]([CH2:12][C:13]2[CH:18]=[CH:17][C:16]([C:19]3[C:20]([C:25]#[N:26])=[CH:21][CH:22]=[CH:23][CH:24]=3)=[CH:15][CH:14]=2)=[C:7]([CH2:9][CH2:10][CH3:11])[N:8]=1)[CH3:2].[Si:28]([O:35][CH:36]([CH3:50])[C:37]([CH3:49])([CH3:48])[O:38][C:39]1[CH:44]=[CH:43][C:42](B(O)O)=[CH:41][CH:40]=1)([C:31]([CH3:34])([CH3:33])[CH3:32])([CH3:30])[CH3:29].C(N(CC)CC)C.N1C=CC=CC=1. The catalyst is ClCCl.C(OCC)(=O)C.C([O-])(=O)C.[Cu+2].C([O-])(=O)C. The product is [Si:28]([O:35][CH:36]([CH3:50])[C:37]([CH3:49])([CH3:48])[O:38][C:39]1[CH:40]=[CH:41][C:42]([N:4]2[C:5](=[O:27])[C:6]([CH2:12][C:13]3[CH:18]=[CH:17][C:16]([C:19]4[C:20]([C:25]#[N:26])=[CH:21][CH:22]=[CH:23][CH:24]=4)=[CH:15][CH:14]=3)=[C:7]([CH2:9][CH2:10][CH3:11])[N:8]=[C:3]2[CH2:1][CH3:2])=[CH:43][CH:44]=1)([C:31]([CH3:34])([CH3:33])[CH3:32])([CH3:30])[CH3:29]. The yield is 0.870.